From a dataset of Forward reaction prediction with 1.9M reactions from USPTO patents (1976-2016). Predict the product of the given reaction. Given the reactants C([O:8][C:9]1[CH:14]=[CH:13][C:12]([CH2:15][CH:16]([O:22][C:23]2[CH:28]=[CH:27][C:26]([O:29][C:30]([F:33])([F:32])[F:31])=[CH:25][CH:24]=2)[C:17]([O:19][CH2:20][CH3:21])=[O:18])=[CH:11][CH:10]=1)C1C=CC=CC=1.Br.C(=O)([O-])[O-].[K+].[K+], predict the reaction product. The product is: [OH:8][C:9]1[CH:10]=[CH:11][C:12]([CH2:15][CH:16]([O:22][C:23]2[CH:28]=[CH:27][C:26]([O:29][C:30]([F:31])([F:32])[F:33])=[CH:25][CH:24]=2)[C:17]([O:19][CH2:20][CH3:21])=[O:18])=[CH:13][CH:14]=1.